The task is: Predict the reaction yield, written as a fraction of the theoretical maximum amount of product (1.0 means a 100% yield; for example, 0.34 means a 34% yield).. This data is from Reaction yield outcomes from USPTO patents with 853,638 reactions. (1) The catalyst is C1(C)C=CC=CC=1.C([O-])(=O)C.[Pd+2].C([O-])(=O)C. The yield is 0.500. The reactants are Br[C:2]1[C:3]([C:10]2[CH:18]=[CH:17][C:13]([N:14]([CH3:16])[CH3:15])=[CH:12][CH:11]=2)=[N:4][C:5]([O:8][CH3:9])=[CH:6][CH:7]=1.[N:19]1([C:25]([O:27][C:28]([CH3:31])([CH3:30])[CH3:29])=[O:26])[CH2:24][CH2:23][NH:22][CH2:21][CH2:20]1.C1C=CC(P(C2C(C3C(P(C4C=CC=CC=4)C4C=CC=CC=4)=CC=C4C=3C=CC=C4)=C3C(C=CC=C3)=CC=2)C2C=CC=CC=2)=CC=1.CC(C)([O-])C.[Na+]. The product is [CH3:15][N:14]([CH3:16])[C:13]1[CH:17]=[CH:18][C:10]([C:3]2[C:2]([N:22]3[CH2:21][CH2:20][N:19]([C:25]([O:27][C:28]([CH3:31])([CH3:30])[CH3:29])=[O:26])[CH2:24][CH2:23]3)=[CH:7][CH:6]=[C:5]([O:8][CH3:9])[N:4]=2)=[CH:11][CH:12]=1. (2) The reactants are [NH2:1][C:2]1[N:7]=[C:6]([C@:8]2([CH3:26])[CH2:13][C@@H:12]([C:14]([F:17])([F:16])[F:15])[O:11][C:10]([NH:18][C:19](=[O:25])[O:20][C:21]([CH3:24])([CH3:23])[CH3:22])=[N:9]2)[C:5]([F:27])=[CH:4][CH:3]=1.[C:28]([C:30]1[CH:31]=[CH:32][C:33]([C:36](O)=[O:37])=[N:34][CH:35]=1)#[N:29].C(N(C(C)C)CC)(C)C.CCCP1(OP(CCC)(=O)OP(CCC)(=O)O1)=O. The catalyst is CCOC(C)=O.C(=O)(O)[O-].[Na+]. The product is [C:28]([C:30]1[CH:31]=[CH:32][C:33]([C:36]([NH:1][C:2]2[N:7]=[C:6]([C@:8]3([CH3:26])[CH2:13][C@@H:12]([C:14]([F:17])([F:15])[F:16])[O:11][C:10]([NH:18][C:19](=[O:25])[O:20][C:21]([CH3:23])([CH3:22])[CH3:24])=[N:9]3)[C:5]([F:27])=[CH:4][CH:3]=2)=[O:37])=[N:34][CH:35]=1)#[N:29]. The yield is 0.720. (3) The reactants are Br[C:2]1[CH:7]=[CH:6][C:5]([C:8]2[CH2:12][C:11]([C:17]3[CH:22]=[C:21]([Cl:23])[CH:20]=[C:19]([Cl:24])[CH:18]=3)([C:13]([F:16])([F:15])[F:14])[O:10][N:9]=2)=[CH:4][C:3]=1[Cl:25].[C:26]([O-:29])(=[O:28])C.[Na+].[C]=O.[CH3:33]O. The catalyst is C([O-])(=O)C.[Pd+2].C([O-])(=O)C. The product is [CH3:33][O:29][C:26](=[O:28])[C:2]1[CH:7]=[CH:6][C:5]([C:8]2[CH2:12][C:11]([C:17]3[CH:22]=[C:21]([Cl:23])[CH:20]=[C:19]([Cl:24])[CH:18]=3)([C:13]([F:14])([F:15])[F:16])[O:10][N:9]=2)=[CH:4][C:3]=1[Cl:25]. The yield is 0.580. (4) The reactants are C([N-]C(C)C)(C)C.[Li+].[CH3:9][C:10]1[CH:11]=[C:12]([NH:21][C:22]2[N:27]=[C:26]([C:28]([F:31])([F:30])[F:29])[CH:25]=[CH:24][N:23]=2)[CH:13]=[C:14]([C:16]2[S:20][CH:19]=[N:18][CH:17]=2)[CH:15]=1.[Br:32][C:33]1[N:38]=[CH:37][C:36]([C:39](=[O:41])[CH3:40])=[CH:35][CH:34]=1. The catalyst is C1COCC1. The product is [Br:32][C:33]1[N:38]=[CH:37][C:36]([C:39]([C:19]2[S:20][C:16]([C:14]3[CH:13]=[C:12]([NH:21][C:22]4[N:27]=[C:26]([C:28]([F:29])([F:31])[F:30])[CH:25]=[CH:24][N:23]=4)[CH:11]=[C:10]([CH3:9])[CH:15]=3)=[CH:17][N:18]=2)([OH:41])[CH3:40])=[CH:35][CH:34]=1. The yield is 0.218. (5) The reactants are [Br:1][C:2]1[S:3][C:4]([CH:7]=O)=[CH:5][N:6]=1.[NH2:9][C:10]1[S:11][CH:12]=[CH:13][N:14]=1.[BH4-].[Na+]. The catalyst is C1(C)C=CC=CC=1.CCO. The product is [Br:1][C:2]1[S:3][C:4]([CH2:7][NH:9][C:10]2[S:11][CH:12]=[CH:13][N:14]=2)=[CH:5][N:6]=1. The yield is 0.510. (6) The yield is 0.520. The reactants are [H-].[Na+].[CH2:3]([N:10]1[CH2:15][CH2:14][C:13](=O)[CH2:12][CH2:11]1)[C:4]1[CH:9]=[CH:8][CH:7]=[CH:6][CH:5]=1.O1CC[CH2:19][CH2:18]1. The product is [CH2:3]([N:10]1[CH2:15][CH2:14][CH:13]([C:18]#[CH:19])[CH2:12][CH2:11]1)[C:4]1[CH:9]=[CH:8][CH:7]=[CH:6][CH:5]=1. The catalyst is [Br-].C([P+](C1C=CC=CC=1)(C1C=CC=CC=1)C1C=CC=CC=1)C.